From a dataset of CYP2C9 inhibition data for predicting drug metabolism from PubChem BioAssay. Regression/Classification. Given a drug SMILES string, predict its absorption, distribution, metabolism, or excretion properties. Task type varies by dataset: regression for continuous measurements (e.g., permeability, clearance, half-life) or binary classification for categorical outcomes (e.g., BBB penetration, CYP inhibition). Dataset: cyp2c9_veith. (1) The compound is CNc1csc(C)c(C)c1=O. The result is 0 (non-inhibitor). (2) The drug is c1ccc(CNc2ncncc2-c2cccnc2)cc1. The result is 0 (non-inhibitor). (3) The compound is O=C(c1cccc(F)c1)N1CCC2(CCCN(Cc3nccs3)C2)CC1. The result is 0 (non-inhibitor). (4) The molecule is O=C(O)CCC(=O)N1CCOc2ccc(Cl)cc21. The result is 0 (non-inhibitor). (5) The drug is Cc1nc2cnc(Oc3ccccc3)nc2n(C)c1=O. The result is 0 (non-inhibitor). (6) The compound is Cn1c(=O)c2[nH]cnc2n(C)c1=O.[CH2-][C@H](Cc1cccc2cc(C(=O)O)c(=O)oc12)OC.[Hg].[OH-]. The result is 0 (non-inhibitor). (7) The drug is CCC(=O)OCN1C(=O)C=CC1=O. The result is 0 (non-inhibitor). (8) The drug is CCCCOc1cc(C(=O)OCCN(CC)CC)ccc1N. The result is 0 (non-inhibitor).